From a dataset of Reaction yield outcomes from USPTO patents with 853,638 reactions. Predict the reaction yield, written as a fraction of the theoretical maximum amount of product (1.0 means a 100% yield; for example, 0.34 means a 34% yield). (1) The reactants are [CH3:1][O:2][C:3]1[CH:4]=[C:5]2[C:9](=[CH:10][CH:11]=1)[N:8]([CH3:12])[CH:7]=[C:6]2[C:13]1[N:23]([CH2:24][O:25][CH2:26][CH2:27][Si:28]([CH3:31])([CH3:30])[CH3:29])[C:16]2=[N:17][CH:18]=[C:19]([CH2:21]O)[N:20]=[C:15]2[CH:14]=1.C(Cl)Cl.S(Cl)(Cl)=O.[N-:39]=[N+:40]=[N-:41].[Na+]. The catalyst is O. The product is [N:39]([CH2:21][C:19]1[N:20]=[C:15]2[CH:14]=[C:13]([C:6]3[C:5]4[C:9](=[CH:10][CH:11]=[C:3]([O:2][CH3:1])[CH:4]=4)[N:8]([CH3:12])[CH:7]=3)[N:23]([CH2:24][O:25][CH2:26][CH2:27][Si:28]([CH3:29])([CH3:31])[CH3:30])[C:16]2=[N:17][CH:18]=1)=[N+:40]=[N-:41]. The yield is 1.00. (2) The reactants are [F:1][C:2]([F:13])([F:12])[C:3]1[CH:4]=[CH:5][C:6]([C:9]([OH:11])=[O:10])=[N:7][CH:8]=1.S(Cl)(Cl)=O.[CH3:18]O. No catalyst specified. The product is [CH3:18][O:10][C:9]([C:6]1[CH:5]=[CH:4][C:3]([C:2]([F:12])([F:1])[F:13])=[CH:8][N:7]=1)=[O:11]. The yield is 0.840.